This data is from Catalyst prediction with 721,799 reactions and 888 catalyst types from USPTO. The task is: Predict which catalyst facilitates the given reaction. Reactant: [Cl:1][C:2]1[CH:3]=[C:4]([C:8]2[CH:9]=[CH:10][CH:11]=[C:12]([CH:19]=2)C(N(OC)C)=O)[CH:5]=[CH:6][CH:7]=1.C[Li].[Cl-].[NH4+:23].C([O:27][CH2:28][CH3:29])(=O)C. Product: [NH2:23][C:11]1[CH:10]=[CH:9][C:8]([C:4]2[CH:5]=[CH:6][CH:7]=[C:2]([Cl:1])[CH:3]=2)=[CH:19][C:12]=1[C:28](=[O:27])[CH3:29]. The catalyst class is: 116.